From a dataset of Forward reaction prediction with 1.9M reactions from USPTO patents (1976-2016). Predict the product of the given reaction. Given the reactants [CH3:1][O:2][C:3]([C:5]1([C:11]2[CH:16]=[CH:15][C:14]([NH2:17])=[C:13]([N:18]3[CH2:23][CH2:22][CH:21]([CH3:24])[CH2:20][CH2:19]3)[CH:12]=2)[CH2:10][CH2:9][O:8][CH2:7][CH2:6]1)=[O:4].[K+].[C:26]([C:28]1[N:29]=[C:30]([C:41]([O-])=[O:42])[N:31]([CH2:33][O:34][CH2:35][CH2:36][Si:37]([CH3:40])([CH3:39])[CH3:38])[CH:32]=1)#[N:27], predict the reaction product. The product is: [CH3:1][O:2][C:3]([C:5]1([C:11]2[CH:16]=[CH:15][C:14]([NH:17][C:41]([C:30]3[N:31]([CH2:33][O:34][CH2:35][CH2:36][Si:37]([CH3:40])([CH3:39])[CH3:38])[CH:32]=[C:28]([C:26]#[N:27])[N:29]=3)=[O:42])=[C:13]([N:18]3[CH2:23][CH2:22][CH:21]([CH3:24])[CH2:20][CH2:19]3)[CH:12]=2)[CH2:10][CH2:9][O:8][CH2:7][CH2:6]1)=[O:4].